This data is from Forward reaction prediction with 1.9M reactions from USPTO patents (1976-2016). The task is: Predict the product of the given reaction. (1) Given the reactants C(Cl)Cl.Br.[C:5]([O:13][C@@H:14]1[C@@H:37]([O:38][C:39](=[O:46])[C:40]2[CH:45]=[CH:44][CH:43]=[CH:42][CH:41]=2)[C@H:36]([O:47][C:48](=[O:55])[C:49]2[CH:54]=[CH:53][CH:52]=[CH:51][CH:50]=2)[C@@H:35]([C@@H:56]([CH3:66])[O:57][C:58](=[O:65])[C:59]2[CH:64]=[CH:63][CH:62]=[CH:61][CH:60]=2)[O:34][C@H:15]1[O:16][C:17]1[C:22]([CH2:23][C:24]2[CH:29]=[CH:28][C:27]([CH2:30][CH3:31])=[CH:26][CH:25]=2)=[C:21](C)[CH:20]=[C:19]([CH3:33])[N:18]=1)(=[O:12])[C:6]1[CH:11]=[CH:10][CH:9]=[CH:8][CH:7]=1.C(C1C=CC(CC2C(O)=NC=CC=2C)=CC=1)C, predict the reaction product. The product is: [C:5]([O:13][C@@H:14]1[C@@H:37]([O:38][C:39](=[O:46])[C:40]2[CH:45]=[CH:44][CH:43]=[CH:42][CH:41]=2)[C@H:36]([O:47][C:48](=[O:55])[C:49]2[CH:50]=[CH:51][CH:52]=[CH:53][CH:54]=2)[C@@H:35]([C@@H:56]([CH3:66])[O:57][C:58](=[O:65])[C:59]2[CH:64]=[CH:63][CH:62]=[CH:61][CH:60]=2)[O:34][C@H:15]1[O:16][C:17]1[C:22]([CH2:23][C:24]2[CH:25]=[CH:26][C:27]([CH2:30][CH3:31])=[CH:28][CH:29]=2)=[CH:21][CH:20]=[C:19]([CH3:33])[N:18]=1)(=[O:12])[C:6]1[CH:7]=[CH:8][CH:9]=[CH:10][CH:11]=1. (2) Given the reactants [NH:1]([C:8]1[CH:13]=[C:12]([NH:14][C:15](=[O:19])[NH:16][CH2:17][CH3:18])[N:11]=[CH:10][C:9]=1[C:20]([OH:22])=O)[C:2]1[CH:7]=[CH:6][CH:5]=[CH:4][CH:3]=1.Cl.[CH3:24][N:25](C)[OH:26].ON1C2C=CC=C[C:32]=2N=N1.Cl.C(N=C=NCCCN(C)C)C, predict the reaction product. The product is: [CH2:17]([NH:16][C:15](=[O:19])[NH:14][C:12]1[CH:13]=[C:8]([NH:1][C:2]2[CH:3]=[CH:4][CH:5]=[CH:6][CH:7]=2)[C:9]([C:20]([N:25]([O:26][CH3:32])[CH3:24])=[O:22])=[CH:10][N:11]=1)[CH3:18]. (3) Given the reactants [C:1]([O:5][C:6]([NH:8][C:9]1[CH:18]=[CH:17][C:16]([O:19][C:20]2[CH:25]=[CH:24][C:23]([N+:26]([O-:28])=[O:27])=[CH:22][CH:21]=2)=[CH:15][C:10]=1[C:11]([O:13][CH3:14])=[O:12])=[O:7])([CH3:4])([CH3:3])[CH3:2].[H-].[Na+].[CH3:31]I, predict the reaction product. The product is: [C:1]([O:5][C:6]([N:8]([CH3:31])[C:9]1[CH:18]=[CH:17][C:16]([O:19][C:20]2[CH:21]=[CH:22][C:23]([N+:26]([O-:28])=[O:27])=[CH:24][CH:25]=2)=[CH:15][C:10]=1[C:11]([O:13][CH3:14])=[O:12])=[O:7])([CH3:4])([CH3:2])[CH3:3]. (4) Given the reactants [CH2:1]1[C:11]2=[C:12]3[C:7](=[CH:8][CH:9]=[CH:10]2)[C:6]([C:13]2[C:18]([CH:19]([CH2:24][CH2:25][CH3:26])[C:20]([O:22]C)=[O:21])=[C:17]([CH3:27])[N:16]=[C:15]([N:28]4[CH2:33][CH2:32][CH2:31][CH2:30][CH2:29]4)[N:14]=2)=[CH:5][CH:4]=[C:3]3[CH2:2]1.[OH-].[Na+], predict the reaction product. The product is: [CH2:1]1[C:11]2=[C:12]3[C:7](=[CH:8][CH:9]=[CH:10]2)[C:6]([C:13]2[C:18]([CH:19]([CH2:24][CH2:25][CH3:26])[C:20]([OH:22])=[O:21])=[C:17]([CH3:27])[N:16]=[C:15]([N:28]4[CH2:29][CH2:30][CH2:31][CH2:32][CH2:33]4)[N:14]=2)=[CH:5][CH:4]=[C:3]3[CH2:2]1. (5) The product is: [N:3]1([NH2:1])[C:11]2[C:6](=[CH:7][CH:8]=[CH:9][CH:10]=2)[CH2:5][CH2:4]1. Given the reactants [N:1]([N:3]1[C:11]2[C:6](=[CH:7][CH:8]=[CH:9][CH:10]=2)[CH2:5][CH2:4]1)=O.[H-].[Al+3].[Li+].[H-].[H-].[H-].O.[OH-].[Na+], predict the reaction product. (6) Given the reactants [Cl:1][C:2]1[N:7]=[CH:6][C:5]([N:8]([CH3:23])[C:9](=[O:22])[C:10]([C:13]2[CH:18]=[C:17]([O:19]C)[CH:16]=[C:15]([Cl:21])[CH:14]=2)([CH3:12])[CH3:11])=[C:4]([C:24]2[CH:29]=[CH:28][CH:27]=[CH:26][C:25]=2[Cl:30])[CH:3]=1.C(Cl)Cl, predict the reaction product. The product is: [Cl:1][C:2]1[N:7]=[CH:6][C:5]([N:8]([CH3:23])[C:9](=[O:22])[C:10]([C:13]2[CH:18]=[C:17]([OH:19])[CH:16]=[C:15]([Cl:21])[CH:14]=2)([CH3:11])[CH3:12])=[C:4]([C:24]2[CH:29]=[CH:28][CH:27]=[CH:26][C:25]=2[Cl:30])[CH:3]=1.